From a dataset of Forward reaction prediction with 1.9M reactions from USPTO patents (1976-2016). Predict the product of the given reaction. (1) Given the reactants [Cl:1][C:2]1[C:3]([NH:18][C:19]2[CH:23]=[C:22]([O:24][CH:25]([CH3:27])[CH3:26])[NH:21][N:20]=2)=[N:4][C:5]([NH:8][C@H:9]([C:11]2[CH:16]=[CH:15][C:14]([F:17])=[CH:13][N:12]=2)[CH3:10])=[N:6][CH:7]=1.[C:28]([OH:35])(=[O:34])/[CH:29]=[CH:30]\[C:31]([OH:33])=[O:32], predict the reaction product. The product is: [C:28]([OH:35])(=[O:34])/[CH:29]=[CH:30]\[C:31]([OH:33])=[O:32].[Cl:1][C:2]1[C:3]([NH:18][C:19]2[CH:23]=[C:22]([O:24][CH:25]([CH3:27])[CH3:26])[NH:21][N:20]=2)=[N:4][C:5]([NH:8][C@H:9]([C:11]2[CH:16]=[CH:15][C:14]([F:17])=[CH:13][N:12]=2)[CH3:10])=[N:6][CH:7]=1. (2) The product is: [CH3:1][C@H:2]1[C:9]([S:10][C@@H:11]2[CH2:15][NH:14][C@H:13]([C:16]([N:18]([CH3:19])[CH3:20])=[O:17])[CH2:12]2)=[C:8]([C:21]([OH:23])=[O:22])[N:7]2[C@H:3]1[C@@H:4]([C@H:24]([OH:26])[CH3:25])[C:5]2=[O:6].[OH2:28].[OH2:35].[OH2:6]. Given the reactants [CH3:1][C@H:2]1[C:9]([S:10][C@@H:11]2[CH2:15][NH:14][C@H:13]([C:16]([N:18]([CH3:20])[CH3:19])=[O:17])[CH2:12]2)=[C:8]([C:21]([OH:23])=[O:22])[N:7]2[C@H:3]1[C@@H:4]([C@H:24]([OH:26])[CH3:25])[C:5]2=[O:6].P([O-])([O-])([O-])=[O:28].N1CC[O:35]CC1, predict the reaction product. (3) Given the reactants [F:1][C:2]1[CH:3]=[CH:4][C:5]2[O:9][CH:8]=[C:7]([CH2:10][CH2:11][N:12]3[CH2:17][CH2:16][C:15]([CH2:19][NH:20]C(=O)OCC)([OH:18])[CH2:14][CH2:13]3)[C:6]=2[CH:26]=1.FC1C=CC2OC=C(CCBr)C=2C=1, predict the reaction product. The product is: [NH2:20][CH2:19][C:15]1([OH:18])[CH2:16][CH2:17][N:12]([CH2:11][CH2:10][C:7]2[C:6]3[CH:26]=[C:2]([F:1])[CH:3]=[CH:4][C:5]=3[O:9][CH:8]=2)[CH2:13][CH2:14]1.